This data is from Full USPTO retrosynthesis dataset with 1.9M reactions from patents (1976-2016). The task is: Predict the reactants needed to synthesize the given product. (1) Given the product [CH3:1][O:2][C:3]1[CH:4]=[C:5]([CH3:26])[C:6]([S:10]([N:13]([CH3:14])[CH2:15][C:16]2[NH:17][C:18]([C:21]([N:38]3[CH2:37][CH2:36][N:35]([CH2:34][CH:31]4[CH2:32][CH2:33][N:28]([CH3:27])[CH2:29][CH2:30]4)[CH2:40][CH2:39]3)=[O:22])=[N:19][N:20]=2)(=[O:12])=[O:11])=[C:7]([CH3:9])[CH:8]=1, predict the reactants needed to synthesize it. The reactants are: [CH3:1][O:2][C:3]1[CH:8]=[C:7]([CH3:9])[C:6]([S:10]([N:13]([CH2:15][C:16]2[NH:17][C:18]([C:21](OCC)=[O:22])=[N:19][N:20]=2)[CH3:14])(=[O:12])=[O:11])=[C:5]([CH3:26])[CH:4]=1.[CH3:27][N:28]1[CH2:33][CH2:32][CH:31]([CH2:34][N:35]2[CH2:40][CH2:39][NH:38][CH2:37][CH2:36]2)[CH2:30][CH2:29]1.C[Al](C)C. (2) Given the product [Cl:1][C:2]1[CH:3]=[C:4]([N:8]2[N:12]=[N:11][C:10]([CH2:13][N:23]3[CH2:22][CH2:21][N:20]([C:18]([O:17][CH2:15][CH3:16])=[O:19])[CH2:25][CH2:24]3)=[N:9]2)[CH:5]=[CH:6][CH:7]=1, predict the reactants needed to synthesize it. The reactants are: [Cl:1][C:2]1[CH:3]=[C:4]([N:8]2[N:12]=[N:11][C:10]([CH:13]=O)=[N:9]2)[CH:5]=[CH:6][CH:7]=1.[CH2:15]([O:17][C:18]([N:20]1[CH2:25][CH2:24][NH:23][CH2:22][CH2:21]1)=[O:19])[CH3:16].C(O[BH-](OC(=O)C)OC(=O)C)(=O)C.[Na+].C(OCC)(=O)C. (3) The reactants are: [Cl:1][C:2]1[C:11]2[C:6](=[CH:7][CH:8]=[C:9]([C:12]#[N:13])[CH:10]=2)[N:5]=[C:4]([CH3:14])[C:3]=1[C:15]([O:17][CH3:18])=[O:16].[Br:19]N1C(=O)CCC1=O.N(C(C)(C)C#N)=NC(C)(C)C#N. Given the product [Br:19][CH2:14][C:4]1[C:3]([C:15]([O:17][CH3:18])=[O:16])=[C:2]([Cl:1])[C:11]2[C:6](=[CH:7][CH:8]=[C:9]([C:12]#[N:13])[CH:10]=2)[N:5]=1, predict the reactants needed to synthesize it. (4) Given the product [F:9][C:8]([F:11])([F:10])[C:5]1[N:4]=[N:3][C:2]([NH:12][CH:13]2[CH2:14][CH2:15][N:16]([C:19]([O:21][C:22]([CH3:25])([CH3:24])[CH3:23])=[O:20])[CH2:17][CH2:18]2)=[CH:7][CH:6]=1, predict the reactants needed to synthesize it. The reactants are: Cl[C:2]1[N:3]=[N:4][C:5]([C:8]([F:11])([F:10])[F:9])=[CH:6][CH:7]=1.[NH2:12][CH:13]1[CH2:18][CH2:17][N:16]([C:19]([O:21][C:22]([CH3:25])([CH3:24])[CH3:23])=[O:20])[CH2:15][CH2:14]1.[I-].[K+]. (5) Given the product [CH3:1][O:2][C:3]1[CH:10]=[CH:9][C:8]([CH3:11])=[CH:7][C:4]=1[CH2:5][CH2:21][C:22]([OH:24])=[O:23], predict the reactants needed to synthesize it. The reactants are: [CH3:1][O:2][C:3]1[CH:10]=[CH:9][C:8]([CH3:11])=[CH:7][C:4]=1[CH:5]=O.COC1C=CC(C)=CC=1[C:21](=C)[C:22]([OH:24])=[O:23].C(O)(=O)C=C. (6) Given the product [CH3:1][O:2][C:3]1[CH:4]=[CH:5][C:6]([N:9]2[CH2:10][CH2:11][N:12]([CH2:15][CH2:16][CH2:17][NH2:18])[CH2:13][CH2:14]2)=[CH:7][CH:8]=1, predict the reactants needed to synthesize it. The reactants are: [CH3:1][O:2][C:3]1[CH:8]=[CH:7][C:6]([N:9]2[CH2:14][CH2:13][N:12]([CH2:15][CH2:16][C:17]#[N:18])[CH2:11][CH2:10]2)=[CH:5][CH:4]=1.[H-].[H-].[H-].[H-].[Li+].[Al+3]. (7) Given the product [CH2:1]([N:8]1[CH2:13][CH2:12][CH2:11][C:10]([C:14]2[CH:15]=[CH:16][C:17]([C:20]([N:21]([CH2:24][CH3:25])[CH2:22][CH3:23])=[O:26])=[CH:18][CH:19]=2)([C:27]2[CH:32]=[CH:31][CH:30]=[C:29]([C:41]#[N:42])[CH:28]=2)[CH2:9]1)[C:2]1[CH:3]=[CH:4][CH:5]=[CH:6][CH:7]=1, predict the reactants needed to synthesize it. The reactants are: [CH2:1]([N:8]1[CH2:13][CH2:12][CH2:11][C:10]([C:27]2[CH:28]=[C:29](OS(C(F)(F)F)(=O)=O)[CH:30]=[CH:31][CH:32]=2)([C:14]2[CH:19]=[CH:18][C:17]([C:20](=[O:26])[N:21]([CH2:24][CH3:25])[CH2:22][CH3:23])=[CH:16][CH:15]=2)[CH2:9]1)[C:2]1[CH:7]=[CH:6][CH:5]=[CH:4][CH:3]=1.[CH3:41][N:42](C=O)C. (8) Given the product [C:1]([O:5][C:6]([N:8]1[CH2:13][C@H:12]([CH2:14][F:15])[N:11]([CH2:16][C:17]([OH:19])=[O:18])[CH2:10][C@H:9]1[CH3:27])=[O:7])([CH3:4])([CH3:2])[CH3:3], predict the reactants needed to synthesize it. The reactants are: [C:1]([O:5][C:6]([N:8]1[CH2:13][C@H:12]([CH2:14][F:15])[N:11]([CH2:16][C:17]([O:19]CC2C=CC=CC=2)=[O:18])[CH2:10][C@H:9]1[CH3:27])=[O:7])([CH3:4])([CH3:3])[CH3:2]. (9) Given the product [N+:1]([C:4]1[CH:5]=[CH:6][C:7]2[S:11][N:10]=[C:9]([NH:12][CH2:13][CH2:14][NH:15][C:33](=[O:34])[C:28]3[CH:29]=[CH:30][CH:31]=[CH:32][N:27]=3)[C:8]=2[CH:16]=1)([O-:3])=[O:2], predict the reactants needed to synthesize it. The reactants are: [N+:1]([C:4]1[CH:5]=[CH:6][C:7]2[S:11][N:10]=[C:9]([NH:12][CH2:13][CH2:14][NH2:15])[C:8]=2[CH:16]=1)([O-:3])=[O:2].C(N(C(C)C)CC)(C)C.Cl.[N:27]1[CH:32]=[CH:31][CH:30]=[CH:29][C:28]=1[C:33](Cl)=[O:34].